From a dataset of Full USPTO retrosynthesis dataset with 1.9M reactions from patents (1976-2016). Predict the reactants needed to synthesize the given product. (1) Given the product [NH2:33][C:31]([C:30]1[CH:29]=[C:28]([NH:27]/[C:18](=[C:11]2\[C:10](=[O:26])[NH:9][C:17]3[C:12]\2=[CH:13][CH:14]=[CH:15][CH:16]=3)/[C:19]2[CH:20]=[CH:21][CH:22]=[CH:23][CH:24]=2)[CH:36]=[CH:35][CH:34]=1)=[O:32], predict the reactants needed to synthesize it. The reactants are: C([N:9]1[C:17]2[C:12](=[CH:13][CH:14]=[CH:15][CH:16]=2)[C:11](=[C:18](Cl)[C:19]2[CH:24]=[CH:23][CH:22]=[CH:21][CH:20]=2)[C:10]1=[O:26])(=O)C1C=CC=CC=1.[NH2:27][C:28]1[CH:29]=[C:30]([CH:34]=[CH:35][CH:36]=1)[C:31]([NH2:33])=[O:32].[OH-].[Na+]. (2) The reactants are: [F:1][C:2]1[CH:16]=[CH:15][CH:14]=[C:13](I)[C:3]=1[CH2:4][NH:5][C:6](=[O:12])[O:7][C:8]([CH3:11])([CH3:10])[CH3:9].C(O[CH2:22][CH:23]=[CH:24][C:25]1[CH:30]=[CH:29][CH:28]=[CH:27][CH:26]=1)(=O)C.C(OCC)C. Given the product [F:1][C:2]1[CH:16]=[CH:15][CH:14]=[C:13]([CH2:22][CH:23]=[CH:24][C:25]2[CH:30]=[CH:29][CH:28]=[CH:27][CH:26]=2)[C:3]=1[CH2:4][NH:5][C:6](=[O:12])[O:7][C:8]([CH3:11])([CH3:10])[CH3:9], predict the reactants needed to synthesize it. (3) Given the product [F:33][C:34]1[CH:40]=[C:39]([F:41])[CH:38]=[CH:37][C:35]=1[NH:36][C:56](=[O:57])[CH2:55][CH:52]1[CH2:53][CH2:54][N:49]([C:47]([O:46][C:42]([CH3:44])([CH3:43])[CH3:45])=[O:48])[CH2:50][CH2:51]1, predict the reactants needed to synthesize it. The reactants are: C1C=CC2N(O)N=NC=2C=1.CN(C(ON1N=NC2C=CC=CC1=2)=[N+](C)C)C.[B-](F)(F)(F)F.[F:33][C:34]1[CH:40]=[C:39]([F:41])[CH:38]=[CH:37][C:35]=1[NH2:36].[C:42]([O:46][C:47]([N:49]1[CH2:54][CH2:53][CH:52]([CH2:55][C:56](O)=[O:57])[CH2:51][CH2:50]1)=[O:48])([CH3:45])([CH3:44])[CH3:43]. (4) Given the product [Br:16][C:17]1[CH:22]=[CH:21][C:20]([C:23](=[O:25])[CH2:24][C:4]([C:5]2[CH:6]=[CH:7][C:8]([Br:11])=[CH:9][CH:10]=2)=[O:12])=[CH:19][CH:18]=1, predict the reactants needed to synthesize it. The reactants are: C(O[C:4](=[O:12])[C:5]1[CH:10]=[CH:9][C:8]([Br:11])=[CH:7][CH:6]=1)C.C[O-].[Na+].[Br:16][C:17]1[CH:22]=[CH:21][C:20]([C:23](=[O:25])[CH3:24])=[CH:19][CH:18]=1. (5) The reactants are: [NH2:1][C:2]1[C:11]([N:12]2[CH2:17][CH2:16][O:15][CH2:14][CH2:13]2)=[CH:10][C:9]2[C:4](=[CH:5][CH:6]=[C:7]([C:18]3[C:25]([CH3:26])=[CH:24][CH:23]=[CH:22][C:19]=3[C:20]#[N:21])[CH:8]=2)[N:3]=1.[CH2:27]([Mg]Br)[CH2:28][CH3:29].C1COCC1. Given the product [NH:21]=[C:20]([C:19]1[CH:22]=[CH:23][CH:24]=[C:25]([CH3:26])[C:18]=1[C:7]1[CH:8]=[C:9]2[C:4](=[CH:5][CH:6]=1)[N:3]=[C:2]([NH2:1])[C:11]([N:12]1[CH2:13][CH2:14][O:15][CH2:16][CH2:17]1)=[CH:10]2)[CH2:27][CH2:28][CH3:29], predict the reactants needed to synthesize it.